Dataset: Forward reaction prediction with 1.9M reactions from USPTO patents (1976-2016). Task: Predict the product of the given reaction. (1) Given the reactants [CH3:1][C:2]1[C:6]2[CH:7]=[C:8]([C:11]([F:14])([F:13])[F:12])[CH:9]=[CH:10][C:5]=2[S:4][C:3]=1/[CH:15]=[CH:16]/[CH2:17]O.C(Br)(Br)(Br)[Br:20].C1(P(C2C=CC=CC=2)C2C=CC=CC=2)C=CC=CC=1, predict the reaction product. The product is: [Br:20][CH2:17]/[CH:16]=[CH:15]/[C:3]1[S:4][C:5]2[CH:10]=[CH:9][C:8]([C:11]([F:14])([F:13])[F:12])=[CH:7][C:6]=2[C:2]=1[CH3:1]. (2) Given the reactants [CH3:1][C:2]([CH3:19])([CH3:18])[CH2:3][N:4]1[C:12]2[C:7](=[N:8][C:9](B(O)O)=[CH:10][CH:11]=2)[N:6]([CH3:16])[C:5]1=[O:17].[O-]P([O-])([O-])=O.[K+].[K+].[K+].Cl[C:29]1[CH:36]=[C:35]([OH:37])[CH:34]=[CH:33][C:30]=1[C:31]#[N:32].COC1C=CC=C(OC)C=1C1C=CC=CC=1P(C1CCCCC1)C1CCCCC1, predict the reaction product. The product is: [CH3:1][C:2]([CH3:19])([CH3:18])[CH2:3][N:4]1[C:12]2[C:7](=[N:8][C:9]([C:29]3[CH:36]=[C:35]([OH:37])[CH:34]=[CH:33][C:30]=3[C:31]#[N:32])=[CH:10][CH:11]=2)[N:6]([CH3:16])[C:5]1=[O:17].